Dataset: Retrosynthesis with 50K atom-mapped reactions and 10 reaction types from USPTO. Task: Predict the reactants needed to synthesize the given product. Given the product CC(=O)Nc1ccc(C(=O)c2ccccc2)cc1, predict the reactants needed to synthesize it. The reactants are: CC(=O)OC(C)=O.Nc1ccc(C(=O)c2ccccc2)cc1.